Dataset: Catalyst prediction with 721,799 reactions and 888 catalyst types from USPTO. Task: Predict which catalyst facilitates the given reaction. (1) Reactant: [CH3:1][O:2][C:3](=[O:15])[CH2:4][C:5]1[C:13]2[C:8](=[CH:9][CH:10]=[C:11]([OH:14])[CH:12]=2)[NH:7][CH:6]=1.I[CH2:17][CH2:18][CH3:19].C(=O)([O-])[O-].[K+].[K+].C(=O)(O)[O-].[Na+]. Product: [CH3:1][O:2][C:3](=[O:15])[CH2:4][C:5]1[C:13]2[C:8](=[CH:9][CH:10]=[C:11]([O:14][CH2:17][CH2:18][CH3:19])[CH:12]=2)[NH:7][CH:6]=1. The catalyst class is: 9. (2) Reactant: [C:1]1([N:7]([CH2:30][CH2:31][C:32]([O:34][CH2:35][CH3:36])=[O:33])[C:8]([C:10]2[CH:29]=[CH:28][C:13]3[N:14]([CH3:27])[C:15]([CH2:17][CH2:18][C:19]4[CH:24]=[CH:23][C:22]([C:25]#[N:26])=[CH:21][CH:20]=4)=[N:16][C:12]=3[CH:11]=2)=[O:9])[CH:6]=[CH:5][CH:4]=[CH:3][CH:2]=1.[ClH:37].C(O)C.C(=O)([O-])[O-].[NH4+:45].[NH4+]. Product: [ClH:37].[C:1]1([N:7]([CH2:30][CH2:31][C:32]([O:34][CH2:35][CH3:36])=[O:33])[C:8]([C:10]2[CH:29]=[CH:28][C:13]3[N:14]([CH3:27])[C:15]([CH2:17][CH2:18][C:19]4[CH:24]=[CH:23][C:22]([C:25](=[NH:45])[NH2:26])=[CH:21][CH:20]=4)=[N:16][C:12]=3[CH:11]=2)=[O:9])[CH:6]=[CH:5][CH:4]=[CH:3][CH:2]=1. The catalyst class is: 429.